From a dataset of Reaction yield outcomes from USPTO patents with 853,638 reactions. Predict the reaction yield, written as a fraction of the theoretical maximum amount of product (1.0 means a 100% yield; for example, 0.34 means a 34% yield). The reactants are Br[C:2]1[CH:23]=[CH:22][C:5]([C:6]([NH:8][S:9]([C:12]2[CH:17]=[CH:16][CH:15]=[CH:14][C:13]=2[S:18](=[O:21])(=[O:20])[NH2:19])(=[O:11])=[O:10])=[O:7])=[C:4]([F:24])[C:3]=1[O:25][CH3:26].[CH3:27][C:28]([CH3:32])([CH3:31])[C:29]#[CH:30]. No catalyst specified. The product is [CH3:27][C:28]([CH3:32])([CH3:31])[C:29]#[C:30][C:2]1[CH:23]=[CH:22][C:5]([C:6]([NH:8][S:9]([C:12]2[CH:17]=[CH:16][CH:15]=[CH:14][C:13]=2[S:18](=[O:21])(=[O:20])[NH2:19])(=[O:11])=[O:10])=[O:7])=[C:4]([F:24])[C:3]=1[O:25][CH3:26]. The yield is 0.0800.